From a dataset of Catalyst prediction with 721,799 reactions and 888 catalyst types from USPTO. Predict which catalyst facilitates the given reaction. (1) Reactant: [OH:1][C:2]1[CH:3]=[C:4]([CH:7]=[CH:8][C:9]=1[OH:10])[CH:5]=[O:6].[H-].[Na+].[CH2:13](Cl)[C:14]1[CH:19]=[CH:18][CH:17]=[CH:16][CH:15]=1. Product: [CH2:13]([O:1][C:2]1[CH:3]=[C:4]([CH:7]=[CH:8][C:9]=1[OH:10])[CH:5]=[O:6])[C:14]1[CH:19]=[CH:18][CH:17]=[CH:16][CH:15]=1. The catalyst class is: 3. (2) Reactant: [Cl:1][C:2]1[CH:3]=[C:4]([CH2:9][O:10][C:11]2[CH:12]=[C:13]([NH2:19])[CH:14]=[CH:15][C:16]=2[O:17][CH3:18])[CH:5]=[C:6]([Cl:8])[CH:7]=1.[Cl:20][C:21]1[CH:22]=[C:23]([N:28]=[C:29]=S)[CH:24]=[C:25]([Cl:27])[CH:26]=1.[OH2:31]. Product: [Cl:20][C:21]1[CH:22]=[C:23]([NH:28][C:29]([NH:19][C:13]2[CH:14]=[CH:15][C:16]([O:17][CH3:18])=[C:11]([O:10][CH2:9][C:4]3[CH:3]=[C:2]([Cl:1])[CH:7]=[C:6]([Cl:8])[CH:5]=3)[CH:12]=2)=[O:31])[CH:24]=[C:25]([Cl:27])[CH:26]=1. The catalyst class is: 4.